This data is from Catalyst prediction with 721,799 reactions and 888 catalyst types from USPTO. The task is: Predict which catalyst facilitates the given reaction. Reactant: C([O-])(=O)CC(CC([O-])=O)(C([O-])=O)O.[Cl:14][C:15]1[CH:20]=[CH:19][C:18]([C:21]2([CH2:27][NH:28][C:29]([C:31]3[C:40]4[C:35](=[CH:36][CH:37]=[CH:38][CH:39]=4)[CH:34]=[C:33]([C:41]#[N:42])[C:32]=3[O:43][CH3:44])=[O:30])[CH2:26][CH2:25][NH:24][CH2:23][CH2:22]2)=[CH:17][CH:16]=1.[CH3:45][O:46][CH2:47][CH2:48]Br.CN(C=O)C. Product: [CH3:45][O:46][CH2:47][CH2:48][N:24]1[CH2:25][CH2:26][C:21]([C:18]2[CH:17]=[CH:16][C:15]([Cl:14])=[CH:20][CH:19]=2)([CH2:27][NH:28][C:29]([C:31]2[C:40]3[C:35](=[CH:36][CH:37]=[CH:38][CH:39]=3)[CH:34]=[C:33]([C:41]#[N:42])[C:32]=2[O:43][CH3:44])=[O:30])[CH2:22][CH2:23]1. The catalyst class is: 25.